This data is from Forward reaction prediction with 1.9M reactions from USPTO patents (1976-2016). The task is: Predict the product of the given reaction. Given the reactants [OH-:1].[Na+].OO.[Cl:5][C:6]1[C:14]2[C:9](=[CH:10][CH:11]=[CH:12][C:13]=2[C:15]2[CH:16]=[N:17][C:18]3[C:23]([CH:24]=2)=[CH:22][CH:21]=[CH:20][CH:19]=3)[N:8]([C:25]2[CH:26]=[C:27]([NH:33][C@H:34]3[CH2:39][CH2:38][C@H:37]([OH:40])[CH2:36][CH2:35]3)[C:28]([C:31]#[N:32])=[N:29][CH:30]=2)[N:7]=1.O, predict the reaction product. The product is: [Cl:5][C:6]1[C:14]2[C:9](=[CH:10][CH:11]=[CH:12][C:13]=2[C:15]2[CH:16]=[N:17][C:18]3[C:23]([CH:24]=2)=[CH:22][CH:21]=[CH:20][CH:19]=3)[N:8]([C:25]2[CH:26]=[C:27]([NH:33][C@H:34]3[CH2:39][CH2:38][C@H:37]([OH:40])[CH2:36][CH2:35]3)[C:28]([C:31]([NH2:32])=[O:1])=[N:29][CH:30]=2)[N:7]=1.